Task: Predict the reactants needed to synthesize the given product.. Dataset: Full USPTO retrosynthesis dataset with 1.9M reactions from patents (1976-2016) (1) Given the product [C:17]([C:13]1[CH:12]=[C:11]([S:10]([C:5]2[CH:4]=[C:9]([C:55]([OH:57])=[O:56])[CH:8]=[CH:7][CH:6]=2)=[O:68])[CH:16]=[CH:15][CH:14]=1)([OH:19])=[O:18], predict the reactants needed to synthesize it. The reactants are: C([C:4]1[CH:9]=[CH:8][CH:7]=[CH:6][C:5]=1[S:10][C:11]1[CH:12]=[C:13]([C:17]([OH:19])=[O:18])[CH:14]=[CH:15][CH:16]=1)(O)=O.[Br-].[Br-].[Br-].C1([N+](C)(C)C)C=CC=CC=1.C1([N+](C)(C)C)C=CC=CC=1.C1([N+](C)(C)C)C=CC=CC=1.CC(O)[C:55]([O-:57])=[O:56].C1C=CC([Hg+])=CC=1.C(N(CCO)CCO)C[OH:68].OS([O-])=O.[Na+].OS(O)(=O)=O. (2) Given the product [C:14]1([CH3:13])[CH:19]=[CH:18][CH:17]=[CH:16][C:15]=1[O:64][CH2:65][CH2:66][CH2:67][C:68]([N:70]1[C:79]2[C:74](=[C:75]([C:80]3[CH:81]=[C:82]([CH:97]=[CH:98][CH:99]=3)[CH2:83][O:84][C:85]([NH:87][CH2:88][CH2:89][C:90]([O:92][C:93]([CH3:96])([CH3:94])[CH3:95])=[O:91])=[O:86])[CH:76]=[CH:77][CH:78]=2)[CH2:73][CH2:72][CH2:71]1)=[O:69], predict the reactants needed to synthesize it. The reactants are: ClC1C=C(Cl)C(Cl)=CC=1OCCCC(N1[C:19]2[C:14](=[C:15](C3C=NN(CC(OCC)=O)C=3)[CH:16]=[CH:17][CH:18]=2)[CH2:13]CC1)=O.OCCCC(N1C2C(=C(C3C=NN(CC(OCC)=O)C=3)C=CC=2)CCC1)=O.[OH:64][CH2:65][CH2:66][CH2:67][C:68]([N:70]1[C:79]2[C:74](=[C:75]([C:80]3[CH:81]=[C:82]([CH:97]=[CH:98][CH:99]=3)[CH2:83][O:84][C:85]([NH:87][CH2:88][CH2:89][C:90]([O:92][C:93]([CH3:96])([CH3:95])[CH3:94])=[O:91])=[O:86])[CH:76]=[CH:77][CH:78]=2)[CH2:73][CH2:72][CH2:71]1)=[O:69].ClC1C=C(Cl)C(Cl)=CC=1O.C1(C)C(O)=CC=CC=1. (3) Given the product [NH2:30][CH2:29][CH2:28][NH:31][C:23](=[O:24])[C:22]1[CH:26]=[CH:27][C:19](/[CH:18]=[N:17]/[NH:16][C:15]2[N:14]=[CH:13][N:12]=[C:11]3[N:7]([C:1]4[CH:2]=[CH:3][CH:4]=[CH:5][CH:6]=4)[N:8]=[CH:9][C:10]=23)=[CH:20][CH:21]=1, predict the reactants needed to synthesize it. The reactants are: [C:1]1([N:7]2[C:11]3=[N:12][CH:13]=[N:14][C:15]([NH:16]/[N:17]=[CH:18]/[C:19]4[CH:27]=[CH:26][C:22]([C:23](O)=[O:24])=[CH:21][CH:20]=4)=[C:10]3[CH:9]=[N:8]2)[CH:6]=[CH:5][CH:4]=[CH:3][CH:2]=1.[CH2:28]([NH2:31])[CH2:29][NH2:30].C1(N2C3=NC=NC(N/N=C/C4C=CC(C(NCCCN5CCCC5)=O)=CC=4)=C3C=N2)C=CC=CC=1. (4) Given the product [NH2:14][CH2:13][C:12]1[CH:11]=[C:10]([CH:17]=[CH:16][CH:15]=1)[C:8]([C:7]1[CH:18]=[C:19]([C:21]2[C:22](=[O:27])[NH:23][CH:24]=[CH:25][CH:26]=2)[CH:20]=[C:5]([C:1]([CH3:4])([CH3:3])[CH3:2])[C:6]=1[O:28][CH3:29])=[O:9], predict the reactants needed to synthesize it. The reactants are: [C:1]([C:5]1[C:6]([O:28][CH3:29])=[C:7]([CH:18]=[C:19]([C:21]2[C:22](=[O:27])[NH:23][CH:24]=[CH:25][CH:26]=2)[CH:20]=1)[C:8]([C:10]1[CH:11]=[C:12]([CH:15]=[CH:16][CH:17]=1)[C:13]#[N:14])=[O:9])([CH3:4])([CH3:3])[CH3:2]. (5) Given the product [ClH:27].[Cl:27][C:28]1[CH:29]=[C:30]([CH:34]=[CH:35][CH:36]=1)[C:31]([NH:3][C:4]1[CH:9]=[CH:8][C:7]([C:10]2[CH:11]=[CH:12][C:13]([NH:16][C:17]([C@@H:19]3[CH:24]4[CH2:23][CH2:22][N:21]([CH2:26][CH2:25]4)[CH2:20]3)=[O:18])=[CH:14][CH:15]=2)=[CH:6][CH:5]=1)=[O:32], predict the reactants needed to synthesize it. The reactants are: Cl.Cl.[NH2:3][C:4]1[CH:9]=[CH:8][C:7]([C:10]2[CH:15]=[CH:14][C:13]([NH:16][C:17]([C@@H:19]3[CH:24]4[CH2:25][CH2:26][N:21]([CH2:22][CH2:23]4)[CH2:20]3)=[O:18])=[CH:12][CH:11]=2)=[CH:6][CH:5]=1.[Cl:27][C:28]1[CH:29]=[C:30]([CH:34]=[CH:35][CH:36]=1)[C:31](Cl)=[O:32]. (6) Given the product [Br:1][C:2]1[C:3]([N+:16]([O-:18])=[O:17])=[CH:4][C:5]2[O:9][CH:8]=[C:7]([C:10]([O:12][CH2:13][CH3:14])=[O:11])[C:6]=2[CH:15]=1, predict the reactants needed to synthesize it. The reactants are: [Br:1][C:2]1[CH:3]=[CH:4][C:5]2[O:9][CH:8]=[C:7]([C:10]([O:12][CH2:13][CH3:14])=[O:11])[C:6]=2[CH:15]=1.[N+:16]([O-])([OH:18])=[O:17]. (7) Given the product [CH2:1]([O:5][CH2:6][CH2:7][CH2:8][CH2:9][CH2:10][CH2:11][N:26]([C@@H:27]([C:30]1[CH:31]=[CH:32][CH:33]=[CH:34][CH:35]=1)[CH2:28][OH:29])[CH2:25][C@@H:24]([C:22]1[CH:21]=[CH:20][C:18]2[O:19][C:14]([CH3:13])([CH3:37])[O:15][CH2:16][C:17]=2[CH:23]=1)[OH:36])[CH2:2][C:3]#[CH:4], predict the reactants needed to synthesize it. The reactants are: [CH2:1]([O:5][CH2:6][CH2:7][CH2:8][CH2:9][CH2:10][CH:11]=O)[CH2:2][C:3]#[CH:4].[CH3:13][C:14]1([CH3:37])[O:19][C:18]2[CH:20]=[CH:21][C:22]([C@@H:24]([OH:36])[CH2:25][NH:26][C@@H:27]([C:30]3[CH:35]=[CH:34][CH:33]=[CH:32][CH:31]=3)[CH2:28][OH:29])=[CH:23][C:17]=2[CH2:16][O:15]1.C(O[BH-](OC(=O)C)OC(=O)C)(=O)C.[Na+]. (8) Given the product [Cl:1][C:2]1[CH:3]=[C:4]([CH:15]=[CH:16][CH:17]=1)[CH2:5][C:6]1[CH:10]=[C:9]([CH:32]=[O:33])[S:8][C:7]=1[CH2:11][N:12]([CH3:14])[CH3:13], predict the reactants needed to synthesize it. The reactants are: [Cl:1][C:2]1[CH:3]=[C:4]([CH:15]=[CH:16][CH:17]=1)[CH2:5][C:6]1[CH:10]=[CH:9][S:8][C:7]=1[CH2:11][N:12]([CH3:14])[CH3:13].[Li]CCCC.CCCCCC.CN([CH:32]=[O:33])C. (9) Given the product [C:5]([O:4][CH2:3][CH:2]([NH:1][C:6]1[CH:11]=[CH:10][CH:9]=[CH:8][CH:7]=1)[CH2:13][CH2:14][CH2:15][C:16]1[CH:21]=[CH:20][C:19]([O:22][C:23]2[CH:28]=[CH:27][CH:26]=[C:25]([O:29][CH2:30][C:31]3[CH:36]=[CH:35][CH:34]=[CH:33][CH:32]=3)[CH:24]=2)=[CH:18][C:17]=1[Cl:37])(=[O:12])[C:6]1[CH:7]=[CH:8][CH:9]=[CH:10][CH:11]=1, predict the reactants needed to synthesize it. The reactants are: [NH2:1][CH:2]([CH2:13][CH2:14][CH2:15][C:16]1[CH:21]=[CH:20][C:19]([O:22][C:23]2[CH:28]=[CH:27][CH:26]=[C:25]([O:29][CH2:30][C:31]3[CH:36]=[CH:35][CH:34]=[CH:33][CH:32]=3)[CH:24]=2)=[CH:18][C:17]=1[Cl:37])[CH2:3][O:4][C:5](=[O:12])[C:6]1[CH:11]=[CH:10][CH:9]=[CH:8][CH:7]=1. (10) Given the product [Cl:26][C:27]1[CH:32]=[CH:31][CH:30]=[C:29]([Cl:33])[C:28]=1[NH:34][C:35]([NH:1][CH:2]([CH2:7][C:8]1[CH:9]=[C:10]2[C:15](=[CH:16][CH:17]=1)[N:14]=[C:13]([C:18]1[C:23]([Cl:24])=[CH:22][CH:21]=[CH:20][C:19]=1[Cl:25])[CH:12]=[CH:11]2)[C:3]([O:5][CH3:6])=[O:4])=[O:36], predict the reactants needed to synthesize it. The reactants are: [NH2:1][CH:2]([CH2:7][C:8]1[CH:9]=[C:10]2[C:15](=[CH:16][CH:17]=1)[N:14]=[C:13]([C:18]1[C:23]([Cl:24])=[CH:22][CH:21]=[CH:20][C:19]=1[Cl:25])[CH:12]=[CH:11]2)[C:3]([O:5][CH3:6])=[O:4].[Cl:26][C:27]1[CH:32]=[CH:31][CH:30]=[C:29]([Cl:33])[C:28]=1[N:34]=[C:35]=[O:36].